This data is from Catalyst prediction with 721,799 reactions and 888 catalyst types from USPTO. The task is: Predict which catalyst facilitates the given reaction. (1) Reactant: Br[C:2]1[N:7]=[C:6]2[N:8]([Si:11]([CH:18]([CH3:20])[CH3:19])([CH:15]([CH3:17])[CH3:16])[CH:12]([CH3:14])[CH3:13])[CH:9]=[CH:10][C:5]2=[CH:4][CH:3]=1.C(P(C(C)(C)C)C(C)(C)C)(C)(C)C.[NH:34]1[CH2:39][CH2:38][O:37][CH2:36][CH2:35]1.CC(C)([O-])C.[Na+].[Na+].[Cl-]. Product: [CH:12]([Si:11]([CH:18]([CH3:20])[CH3:19])([CH:15]([CH3:17])[CH3:16])[N:8]1[C:6]2=[N:7][C:2]([N:34]3[CH2:39][CH2:38][O:37][CH2:36][CH2:35]3)=[CH:3][CH:4]=[C:5]2[CH:10]=[CH:9]1)([CH3:14])[CH3:13]. The catalyst class is: 487. (2) Reactant: [NH2:1][C:2](=[C:5]([N:8]=[CH:9][C:10]1[CH:15]=[CH:14][C:13]([CH3:16])=[CH:12][CH:11]=1)[C:6]#[N:7])[C:3]#[N:4].CO.[BH4-].[Na+]. Product: [NH2:1][C:2](=[C:5]([NH:8][CH2:9][C:10]1[CH:15]=[CH:14][C:13]([CH3:16])=[CH:12][CH:11]=1)[C:6]#[N:7])[C:3]#[N:4]. The catalyst class is: 7. (3) Reactant: C(N(CC)C(C)C)(C)C.[F:10][CH2:11][CH2:12][N:13]1[C:25]2[CH2:24][CH2:23][CH:22]([CH:26]3[CH2:31][CH2:30][O:29][CH2:28][CH2:27]3)[CH2:21][C:20]=2[C:19]2[C:14]1=[CH:15][CH:16]=[C:17]([C:32]([OH:34])=O)[CH:18]=2.[CH2:35]([NH:37][C:38](=[O:43])[CH2:39][NH:40][CH2:41][CH3:42])[CH3:36].CN(C(ON1N=NC2C=CC=NC1=2)=[N+](C)C)C.F[P-](F)(F)(F)(F)F. Product: [CH2:41]([N:40]([CH2:39][C:38]([NH:37][CH2:35][CH3:36])=[O:43])[C:32]([C:17]1[CH:18]=[C:19]2[C:14](=[CH:15][CH:16]=1)[N:13]([CH2:12][CH2:11][F:10])[C:25]1[CH2:24][CH2:23][CH:22]([CH:26]3[CH2:27][CH2:28][O:29][CH2:30][CH2:31]3)[CH2:21][C:20]2=1)=[O:34])[CH3:42]. The catalyst class is: 3. (4) Reactant: C1C=C(Cl)C=C(C(OO)=O)C=1.[CH3:12][CH:13]([CH3:41])[CH2:14][N:15]1[C:27]2[C:26]3[CH:25]=[CH:24][C:23]([O:28][C:29]4[CH:34]=[CH:33][C:32]([N+:35]([O-:37])=[O:36])=[CH:31][CH:30]=4)=[CH:22][C:21]=3[N:20]=[CH:19][C:18]=2[N:17]=[C:16]1[CH2:38][CH2:39][CH3:40].[OH-].[NH4+:43]. Product: [CH3:12][CH:13]([CH3:41])[CH2:14][N:15]1[C:27]2[C:26]3[CH:25]=[CH:24][C:23]([O:28][C:29]4[CH:34]=[CH:33][C:32]([N+:35]([O-:37])=[O:36])=[CH:31][CH:30]=4)=[CH:22][C:21]=3[N:20]=[C:19]([NH2:43])[C:18]=2[N:17]=[C:16]1[CH2:38][CH2:39][CH3:40]. The catalyst class is: 452.